Dataset: Full USPTO retrosynthesis dataset with 1.9M reactions from patents (1976-2016). Task: Predict the reactants needed to synthesize the given product. (1) Given the product [C:1]([O:5][C:6]([N:8]1[CH2:12][C@@H:11]([NH:36][C:44]([O:46][C:47]([CH3:49])([CH3:17])[CH3:48])=[O:45])[CH2:10][C@H:9]1[CH2:14][C:15]#[CH:16])=[O:7])([CH3:4])([CH3:3])[CH3:2], predict the reactants needed to synthesize it. The reactants are: [C:1]([O:5][C:6]([N:8]1[CH2:12][C@H:11](O)[CH2:10][C@H:9]1[CH2:14][C:15]#[CH:16])=[O:7])([CH3:4])([CH3:3])[CH3:2].[C:17]1(P(C2C=CC=CC=2)C2C=CC=CC=2)C=CC=CC=1.[N:36]([C:44]([O:46][CH:47]([CH3:49])[CH3:48])=[O:45])=[N:36][C:44]([O:46][CH:47]([CH3:49])[CH3:48])=[O:45].C1C=CC(OP(OC2C=CC=CC=2)(N=[N+]=[N-])=O)=CC=1.N=[PH3].O.C(OC(OC(OC(C)(C)C)=O)=O)(C)(C)C. (2) Given the product [NH3:15].[Cl:48][C:44]1[CH:43]=[C:42]([C:39]2[N:38]=[C:37]([CH:17]3[CH2:16][NH:15][CH2:20][CH2:19][N:18]3[C:21]3[N:25]([CH3:26])[C:24]([C:27]4[CH:32]=[CH:31][C:30]([O:33][CH:34]([F:36])[F:35])=[CH:29][CH:28]=4)=[N:23][N:22]=3)[O:41][N:40]=2)[CH:47]=[CH:46][CH:45]=1, predict the reactants needed to synthesize it. The reactants are: FC(F)(F)C(O)=O.C(OC([N:15]1[CH2:20][CH2:19][N:18]([C:21]2[N:25]([CH3:26])[C:24]([C:27]3[CH:32]=[CH:31][C:30]([O:33][CH:34]([F:36])[F:35])=[CH:29][CH:28]=3)=[N:23][N:22]=2)[CH:17]([C:37]2[O:41][N:40]=[C:39]([C:42]3[CH:47]=[CH:46][CH:45]=[C:44]([Cl:48])[CH:43]=3)[N:38]=2)[CH2:16]1)=O)(C)(C)C. (3) Given the product [CH2:1]([N:8]1[CH2:9][CH:10]2[CH2:16][CH:14]([CH2:13][N:12]([CH2:18][CH2:19][OH:20])[CH2:11]2)[CH2:15]1)[C:2]1[CH:7]=[CH:6][CH:5]=[CH:4][CH:3]=1, predict the reactants needed to synthesize it. The reactants are: [CH2:1]([N:8]1[CH2:15][CH:14]2[CH2:16][CH:10]([CH2:11][NH:12][CH2:13]2)[CH2:9]1)[C:2]1[CH:7]=[CH:6][CH:5]=[CH:4][CH:3]=1.Br[CH2:18][CH2:19][OH:20]. (4) The reactants are: Br[CH2:2][C:3]1[N:7]([CH3:8])[N:6]([C:9]2[CH:14]=[CH:13][C:12]([F:15])=[CH:11][CH:10]=2)[C:5](=[O:16])[C:4]=1[Cl:17].C(OC([N:25]1[CH2:30][CH:29]=[C:28]([C:31]2[CH:36]=[C:35]([Cl:37])[CH:34]=[CH:33][C:32]=2[CH3:38])[CH2:27][CH2:26]1)=O)(C)(C)C.C(=O)([O-])[O-].[K+].[K+]. Given the product [Cl:17][C:4]1[C:5](=[O:16])[N:6]([C:9]2[CH:14]=[CH:13][C:12]([F:15])=[CH:11][CH:10]=2)[N:7]([CH3:8])[C:3]=1[CH2:2][N:25]1[CH2:26][CH:27]=[C:28]([C:31]2[CH:36]=[C:35]([Cl:37])[CH:34]=[CH:33][C:32]=2[CH3:38])[CH2:29][CH2:30]1, predict the reactants needed to synthesize it. (5) Given the product [ClH:41].[ClH:41].[ClH:41].[CH3:1][C:2]1[C:6]([C:7]2[C:16]3[O:15][CH2:14][C@H:13]([C:17]4[CH:22]=[CH:21][CH:20]=[CH:19][N:18]=4)[N:12]4[C:23]([N:25]5[CH2:30][CH2:29][NH:28][CH2:27][CH2:26]5)=[N:24][C:10]([C:11]=34)=[CH:9][CH:8]=2)=[C:5]([CH3:38])[O:4][N:3]=1, predict the reactants needed to synthesize it. The reactants are: [CH3:1][C:2]1[C:6]([C:7]2[C:16]3[O:15][CH2:14][C@H:13]([C:17]4[CH:22]=[CH:21][CH:20]=[CH:19][N:18]=4)[N:12]4[C:23]([N:25]5[CH2:30][CH2:29][N:28](C(OC(C)(C)C)=O)[CH2:27][CH2:26]5)=[N:24][C:10]([C:11]=34)=[CH:9][CH:8]=2)=[C:5]([CH3:38])[O:4][N:3]=1.CO.[ClH:41]. (6) Given the product [OH:7][CH2:6][C:5]1[CH:8]=[CH:9][C:2]([NH:1][C:11]([NH:10][C:13]2[CH:18]=[CH:17][CH:16]=[CH:15][CH:14]=2)=[O:12])=[CH:3][CH:4]=1, predict the reactants needed to synthesize it. The reactants are: [NH2:1][C:2]1[CH:9]=[CH:8][C:5]([CH2:6][OH:7])=[CH:4][CH:3]=1.[N:10]([C:13]1[CH:18]=[CH:17][CH:16]=[CH:15][CH:14]=1)=[C:11]=[O:12].